This data is from Full USPTO retrosynthesis dataset with 1.9M reactions from patents (1976-2016). The task is: Predict the reactants needed to synthesize the given product. (1) Given the product [CH3:20][NH:21][CH2:14][C:13]1[CH:16]=[CH:17][C:10]([O:9][C:6]2[CH:5]=[N:4][C:3]([C:2]([F:19])([F:18])[F:1])=[N:8][CH:7]=2)=[CH:11][CH:12]=1, predict the reactants needed to synthesize it. The reactants are: [F:1][C:2]([F:19])([F:18])[C:3]1[N:8]=[CH:7][C:6]([O:9][C:10]2[CH:17]=[CH:16][C:13]([CH:14]=O)=[CH:12][CH:11]=2)=[CH:5][N:4]=1.[CH3:20][NH2:21]. (2) Given the product [OH:1][C:2]1[CH:16]=[C:15]([CH3:17])[C:14]([N+:18]([O-:20])=[O:19])=[CH:13][C:3]=1[O:4][C:5]1[CH:12]=[CH:11][CH:10]=[CH:9][C:6]=1[C:7]#[N:8], predict the reactants needed to synthesize it. The reactants are: [OH:1][C:2]1[CH:16]=[C:15]([CH3:17])[CH:14]=[CH:13][C:3]=1[O:4][C:5]1[CH:12]=[CH:11][CH:10]=[CH:9][C:6]=1[C:7]#[N:8].[N+:18]([O-])([OH:20])=[O:19]. (3) The reactants are: [CH3:1][O:2][C:3]1[CH:4]=[C:5]([CH:7]=[CH:8][CH:9]=1)[NH2:6].[C:10](OC(=O)C)(=[O:12])[CH3:11]. Given the product [CH3:11][C:10]([NH:6][C:5]1[CH:7]=[CH:8][CH:9]=[C:3]([O:2][CH3:1])[CH:4]=1)=[O:12], predict the reactants needed to synthesize it. (4) Given the product [F:48][C:49]1[C:50]([OH:58])=[C:51]([CH:54]=[C:55]([F:57])[CH:56]=1)[CH2:52][N:2]([CH3:1])[CH2:3][CH2:4][CH2:5][CH2:6][CH2:7][CH2:8][CH2:9][CH2:10][CH2:11][N:12]1[CH2:13][CH2:14][CH:15]([O:18][C:19](=[O:33])[NH:20][C:21]2[CH:26]=[CH:25][CH:24]=[CH:23][C:22]=2[C:27]2[CH:28]=[CH:29][CH:30]=[CH:31][CH:32]=2)[CH2:16][CH2:17]1, predict the reactants needed to synthesize it. The reactants are: [CH3:1][NH:2][CH2:3][CH2:4][CH2:5][CH2:6][CH2:7][CH2:8][CH2:9][CH2:10][CH2:11][N:12]1[CH2:17][CH2:16][CH:15]([O:18][C:19](=[O:33])[NH:20][C:21]2[CH:26]=[CH:25][CH:24]=[CH:23][C:22]=2[C:27]2[CH:32]=[CH:31][CH:30]=[CH:29][CH:28]=2)[CH2:14][CH2:13]1.C1(N)C(F)=C(F)C(F)=C(N)C=1F.Cl.Cl.[F:48][C:49]1[C:50]([OH:58])=[C:51]([CH:54]=[C:55]([F:57])[CH:56]=1)[CH:52]=O. (5) Given the product [CH:23]1[C:24]2[N:12]([CH2:11][CH2:10][C:7]3[CH:8]=[CH:9][C:4]([C:3]([NH:27][OH:28])=[O:2])=[CH:5][CH:6]=3)[C:13]3[C:18](=[CH:17][CH:16]=[CH:15][CH:14]=3)[C:19]=2[CH:20]=[CH:21][CH:22]=1, predict the reactants needed to synthesize it. The reactants are: C[O:2][C:3](=O)[C:4]1[CH:9]=[CH:8][C:7]([CH2:10][CH2:11][N:12]2[C:24]3[CH:23]=[CH:22][CH:21]=[CH:20][C:19]=3[C:18]3[C:13]2=[CH:14][CH:15]=[CH:16][CH:17]=3)=[CH:6][CH:5]=1.Cl.[NH2:27][OH:28].C[O-].[Na+].CO. (6) Given the product [C:13]([C:12]1[C:2]([N:15]2[CH2:20][CH2:19][CH:18]([CH2:21][C:22]([OH:24])=[O:23])[CH2:17][CH2:16]2)=[N:3][C:4]([CH3:25])=[C:5]([C:6]([O:8][CH2:9][CH3:10])=[O:7])[CH:11]=1)#[N:14], predict the reactants needed to synthesize it. The reactants are: Cl[C:2]1[C:12]([C:13]#[N:14])=[CH:11][C:5]([C:6]([O:8][CH2:9][CH3:10])=[O:7])=[CH:4][N:3]=1.[NH:15]1[CH2:20][CH2:19][CH:18]([CH2:21][C:22]([OH:24])=[O:23])[CH2:17][CH2:16]1.[CH3:25]CN(C(C)C)C(C)C. (7) Given the product [Br:1][C:2]1[C:3]([C:8]2[NH:12][CH:11]=[N:10][N:9]=2)=[C:4]([NH:7][C:24](=[O:25])[CH2:23][C:16]2[C:17]3[C:22](=[CH:21][CH:20]=[CH:19][CH:18]=3)[CH:13]=[N:14][CH:15]=2)[S:5][CH:6]=1, predict the reactants needed to synthesize it. The reactants are: [Br:1][C:2]1[C:3]([C:8]2[NH:12][CH:11]=[N:10][N:9]=2)=[C:4]([NH2:7])[S:5][CH:6]=1.[CH:13]1[C:22]2[C:17](=[CH:18][CH:19]=[CH:20][CH:21]=2)[C:16]([CH2:23][C:24](O)=[O:25])=[CH:15][N:14]=1.CCN(C(C)C)C(C)C.CN(C(ON1N=NC2C=CC=CC1=2)=[N+](C)C)C.F[P-](F)(F)(F)(F)F. (8) Given the product [N+:23]([C:18]1[CH:19]=[CH:20][CH:21]=[CH:22][C:17]=1[C:14]1[O:13][C:12]([C:9]2[CH:8]=[CH:7][C:6]([CH:2]=[O:1])=[CH:11][CH:10]=2)=[N:16][N:15]=1)([O-:25])=[O:24], predict the reactants needed to synthesize it. The reactants are: [O:1]1CCO[CH:2]1[C:6]1[CH:11]=[CH:10][C:9]([C:12]2[O:13][C:14]([C:17]3[CH:22]=[CH:21][CH:20]=[CH:19][C:18]=3[N+:23]([O-:25])=[O:24])=[N:15][N:16]=2)=[CH:8][CH:7]=1.S(=O)(=O)(O)O. (9) Given the product [CH:13]12[O:18][CH:16]([CH2:15][CH2:14]1)[CH2:17][N:11]([C:4]1[N:3]=[C:2]([Cl:1])[N:7]=[C:6]3[N:8]([CH2:22][CH2:21][N:20]([CH3:24])[CH3:19])[N:9]=[CH:10][C:5]=13)[CH2:12]2, predict the reactants needed to synthesize it. The reactants are: [Cl:1][C:2]1[N:7]=[C:6]2[NH:8][N:9]=[CH:10][C:5]2=[C:4]([N:11]2[CH2:17][CH:16]3[O:18][CH:13]([CH2:14][CH2:15]3)[CH2:12]2)[N:3]=1.[CH3:19][N:20]([CH3:24])[CH2:21][CH2:22]O.CC(OC(/N=N/C(OC(C)C)=O)=O)C.